From a dataset of Forward reaction prediction with 1.9M reactions from USPTO patents (1976-2016). Predict the product of the given reaction. (1) Given the reactants Cl[C:2]1[N:7]2[CH:8]=[C:9]([CH3:11])[N:10]=[C:6]2[N:5]=[C:4]([Cl:12])[C:3]=1[C:13]1[CH:18]=[CH:17][CH:16]=[CH:15][CH:14]=1.C(O)(=O)C, predict the reaction product. The product is: [Cl:12][C:4]1[C:3]([C:13]2[CH:18]=[CH:17][CH:16]=[CH:15][CH:14]=2)=[CH:2][N:7]2[CH:8]=[C:9]([CH3:11])[N:10]=[C:6]2[N:5]=1. (2) Given the reactants [CH3:1][O:2][C:3](=[O:16])[C:4]1[CH:9]=[CH:8][C:7]([CH2:10]Br)=[C:6]([C:12]([F:15])([F:14])[F:13])[CH:5]=1.[CH3:17][O:18][CH2:19][CH2:20][NH2:21], predict the reaction product. The product is: [CH3:17][O:18][CH2:19][CH2:20][NH:21][CH2:10][C:7]1[CH:8]=[CH:9][C:4]([C:3]([O:2][CH3:1])=[O:16])=[CH:5][C:6]=1[C:12]([F:15])([F:14])[F:13]. (3) Given the reactants [NH:1]1[C:9]2[C:4](=[CH:5][CH:6]=[CH:7][CH:8]=2)[C:3]2([CH2:13][O:12][C:11]3=[CH:14][C:15]4[CH2:19][CH2:18][O:17][C:16]=4[CH:20]=[C:10]23)[C:2]1=[O:21].[NH:22]1[C:30]2[C:25](=CC=C[CH:29]=2)[C:24]2(COC3C=C4C(=[CH:41][C:31]2=3)CCO4)C1=O.Br.BrCC1C=CC=CN=1.BrCC1CCCCO1, predict the reaction product. The product is: [N:22]1[CH:41]=[CH:31][CH:24]=[CH:25][C:30]=1[CH2:29][N:1]1[C:9]2[C:4](=[CH:5][CH:6]=[CH:7][CH:8]=2)[C:3]2([CH2:13][O:12][C:11]3=[CH:14][C:15]4[CH2:19][CH2:18][O:17][C:16]=4[CH:20]=[C:10]23)[C:2]1=[O:21]. (4) Given the reactants Br[C:2]1[CH:7]=[C:6]([N:8]2[CH2:13][CH2:12][O:11][CH2:10][CH2:9]2)[N:5]=[C:4]([C:14]2[CH:19]=[CH:18][CH:17]=[C:16]([NH:20][C:21]([CH:23]3[CH2:28][CH2:27][N:26](C(OC(C)(C)C)=O)[CH2:25][CH2:24]3)=[O:22])[CH:15]=2)[N:3]=1.[OH:36][CH2:37][C:38]1[CH:39]=[C:40](B(O)O)[CH:41]=[CH:42][CH:43]=1.C(=O)(O)[O-].[Na+], predict the reaction product. The product is: [OH:36][CH2:37][C:38]1[CH:43]=[C:42]([C:2]2[CH:7]=[C:6]([N:8]3[CH2:9][CH2:10][O:11][CH2:12][CH2:13]3)[N:5]=[C:4]([C:14]3[CH:19]=[CH:18][CH:17]=[C:16]([NH:20][C:21]([CH:23]4[CH2:28][CH2:27][NH:26][CH2:25][CH2:24]4)=[O:22])[CH:15]=3)[N:3]=2)[CH:41]=[CH:40][CH:39]=1.